This data is from Full USPTO retrosynthesis dataset with 1.9M reactions from patents (1976-2016). The task is: Predict the reactants needed to synthesize the given product. (1) Given the product [Br:25][C:12]1[CH:11]=[CH:10][C:9]([O:16][CH3:17])=[C:8]2[C:13]=1[CH2:14][CH2:15][C@H:6]([NH:5][C:3](=[O:4])[C:2]([F:18])([F:19])[F:1])[CH2:7]2, predict the reactants needed to synthesize it. The reactants are: [F:1][C:2]([F:19])([F:18])[C:3]([NH:5][C@H:6]1[CH2:15][CH2:14][C:13]2[C:8](=[C:9]([O:16][CH3:17])[CH:10]=[CH:11][CH:12]=2)[CH2:7]1)=[O:4].C([O-])(=O)C.[Na+].[Br:25]Br. (2) Given the product [CH3:10][O:11][CH2:12][CH2:13][N:1]1[C:5]2[CH:6]=[CH:7][CH:8]=[CH:9][C:4]=2[N:3]=[CH:2]1, predict the reactants needed to synthesize it. The reactants are: [N:1]1[C:5]2[CH:6]=[CH:7][CH:8]=[CH:9][C:4]=2[NH:3][CH:2]=1.[CH3:10][O:11][CH2:12][CH2:13]Cl.C(=O)([O-])[O-].[K+].[K+].